This data is from HIV replication inhibition screening data with 41,000+ compounds from the AIDS Antiviral Screen. The task is: Binary Classification. Given a drug SMILES string, predict its activity (active/inactive) in a high-throughput screening assay against a specified biological target. (1) The compound is CC(C(=O)O)n1c(=O)ssc1=O. The result is 1 (active). (2) The molecule is Cc1nn(C(=O)Cc2ccccc2)c2c1C(c1ccccc1[N+](=O)[O-])SC(=N)N2. The result is 1 (active). (3) The drug is CC1=CC2(C)CC3=C(C1)[NH+](c1ccc(C)cc1)[Ti]1456(C7=C1[C-]4C5=C76)([NH+]3c1ccc(C)cc1)[NH+](c1ccc(C)cc1)c1c2[nH]c2ccc(C)cc12. The result is 0 (inactive). (4) The molecule is CC(=O)OCCOCn1cnc2c(Cl)nc(Cl)nc21. The result is 0 (inactive). (5) The molecule is CN1CCCC1C(=O)c1oc(CO)cc(=O)c1O. The result is 0 (inactive). (6) The drug is N#CCCC1(CCC#N)S(=O)(=O)OCCOS1(=O)=O. The result is 0 (inactive). (7) The drug is CN1c2ccccc2C(=O)NC12CCN(CCCC(=O)c1ccc(F)cc1)CC2.Cl. The result is 0 (inactive).